Dataset: Reaction yield outcomes from USPTO patents with 853,638 reactions. Task: Predict the reaction yield, written as a fraction of the theoretical maximum amount of product (1.0 means a 100% yield; for example, 0.34 means a 34% yield). The reactants are Cl.[Cl:2][C:3]1[C:4]([CH2:23][NH:24][CH2:25][C:26]2[CH:31]=[CH:30][C:29](F)=[CH:28][CH:27]=2)=[CH:5][C:6]([O:21][CH3:22])=[C:7]([NH:9][C:10]([NH:12][C:13]2[CH:18]=[N:17][C:16]([C:19]#[N:20])=[CH:15][N:14]=2)=[O:11])[CH:8]=1.CCCCC. The catalyst is O1CCOCC1.C(Cl)Cl. The product is [ClH:2].[CH2:25]([NH:24][CH2:23][C:4]1[C:3]([Cl:2])=[CH:8][C:7]([NH:9][C:10]([NH:12][C:13]2[CH:18]=[N:17][C:16]([C:19]#[N:20])=[CH:15][N:14]=2)=[O:11])=[C:6]([O:21][CH3:22])[CH:5]=1)[C:26]1[CH:31]=[CH:30][CH:29]=[CH:28][CH:27]=1. The yield is 0.560.